From a dataset of Forward reaction prediction with 1.9M reactions from USPTO patents (1976-2016). Predict the product of the given reaction. (1) Given the reactants C1COCC1.CO.[OH-].[Na+].[Cl:10][C:11]1[C:12]([NH:24][C:25]([C:27]2[C:35]3[C:30](=[CH:31][CH:32]=[C:33]([F:36])[CH:34]=3)[N:29]([CH3:37])[CH:28]=2)=[O:26])=[CH:13][C:14]([F:23])=[C:15]([CH2:17][C:18]([O:20]CC)=[O:19])[CH:16]=1, predict the reaction product. The product is: [Cl:10][C:11]1[C:12]([NH:24][C:25]([C:27]2[C:35]3[C:30](=[CH:31][CH:32]=[C:33]([F:36])[CH:34]=3)[N:29]([CH3:37])[CH:28]=2)=[O:26])=[CH:13][C:14]([F:23])=[C:15]([CH2:17][C:18]([OH:20])=[O:19])[CH:16]=1. (2) Given the reactants [NH:1]1[CH:5]=[C:4](/[CH:6]=[C:7]2\[CH2:8][N:9]([C:14]([C:27]3[CH:32]=[CH:31][CH:30]=[CH:29][CH:28]=3)([C:21]3[CH:26]=[CH:25][CH:24]=[CH:23][CH:22]=3)[C:15]3[CH:20]=[CH:19][CH:18]=[CH:17][CH:16]=3)[CH2:10][CH2:11][C:12]\2=[O:13])[CH:3]=[N:2]1.[C:33]([O:37][CH2:38][CH3:39])(=[O:36])[CH:34]=[CH2:35].N12CCCN=C1CCCCC2.[Cl-].[Na+], predict the reaction product. The product is: [CH2:38]([O:37][C:33]([CH2:34][CH2:35][N:1]1[CH:5]=[C:4](/[CH:6]=[C:7]2\[CH2:8][N:9]([C:14]([C:21]3[CH:22]=[CH:23][CH:24]=[CH:25][CH:26]=3)([C:15]3[CH:20]=[CH:19][CH:18]=[CH:17][CH:16]=3)[C:27]3[CH:32]=[CH:31][CH:30]=[CH:29][CH:28]=3)[CH2:10][CH2:11][C:12]\2=[O:13])[CH:3]=[N:2]1)=[O:36])[CH3:39]. (3) The product is: [Br:9][C:10]1[CH:15]=[CH:14][C:13]([CH:16]([CH3:30])[C:17]([C:19]2[CH:29]=[CH:28][C:22]3[N:23]([CH3:27])[C:24](=[O:26])[O:25][C:21]=3[CH:20]=2)([OH:18])[C:2]([F:4])([F:3])[F:1])=[C:12]([Cl:31])[CH:11]=1. Given the reactants [F:1][C:2]([Si](C)(C)C)([F:4])[F:3].[Br:9][C:10]1[CH:15]=[CH:14][C:13]([CH:16]([CH3:30])[C:17]([C:19]2[CH:29]=[CH:28][C:22]3[N:23]([CH3:27])[C:24](=[O:26])[O:25][C:21]=3[CH:20]=2)=[O:18])=[C:12]([Cl:31])[CH:11]=1.O.O.O.[F-].C([N+](CCCC)(CCCC)CCCC)CCC, predict the reaction product. (4) Given the reactants [OH:1][C:2]1[CH:7]=[CH:6][CH:5]=[CH:4][C:3]=1[C:8]([F:11])([F:10])[F:9].F[C:13]1[CH:18]=[CH:17][C:16]([F:19])=[CH:15][C:14]=1[N+:20]([O-:22])=[O:21].[F:23][C:24]1[CH:25]=[CH:26][C:27]([O:31][C:32]2[CH:37]=[CH:36][CH:35]=[CH:34][C:33]=2[C:38]([F:41])([F:40])[F:39])=[C:28]([CH:30]=1)[NH2:29].[NH2:42][C:43]1[S:44][CH:45]=[CH:46][N:47]=1, predict the reaction product. The product is: [F:19][C:16]1[CH:17]=[CH:18][C:13]([O:1][C:2]2[CH:7]=[CH:6][CH:5]=[CH:4][C:3]=2[C:8]([F:9])([F:10])[F:11])=[C:14]([N+:20]([O-:22])=[O:21])[CH:15]=1.[F:23][C:24]1[CH:25]=[CH:26][C:27]([O:31][C:32]2[CH:37]=[CH:36][CH:35]=[CH:34][C:33]=2[C:38]([F:39])([F:40])[F:41])=[C:28]([NH:29][C:2]([NH:42][C:43]2[S:44][CH:45]=[CH:46][N:47]=2)=[O:1])[CH:30]=1.